From a dataset of Forward reaction prediction with 1.9M reactions from USPTO patents (1976-2016). Predict the product of the given reaction. (1) Given the reactants [C@H:1]1([NH:10][C:11]2[CH:20]=[CH:19][C:18]3[C:13](=[CH:14][CH:15]=[C:16]([NH2:21])[CH:17]=3)[N:12]=2)[C:9]2[C:4](=[CH:5][CH:6]=[CH:7][CH:8]=2)[CH2:3][CH2:2]1.[F:22][C:23]1[CH:28]=[CH:27][CH:26]=[CH:25][C:24]=1[N:29]=[C:30]=[O:31], predict the reaction product. The product is: [F:22][C:23]1[CH:28]=[CH:27][CH:26]=[CH:25][C:24]=1[NH:29][C:30]([NH:21][C:16]1[CH:17]=[C:18]2[C:13](=[CH:14][CH:15]=1)[N:12]=[C:11]([NH:10][C@H:1]1[C:9]3[C:4](=[CH:5][CH:6]=[CH:7][CH:8]=3)[CH2:3][CH2:2]1)[CH:20]=[CH:19]2)=[O:31]. (2) Given the reactants [NH2:1][C:2]1[C:7]([O:8][CH3:9])=[CH:6][CH:5]=[C:4]([Br:10])[N:3]=1.N1C=CC=CC=1.[C:17](Cl)(=[O:22])[C:18]([CH3:21])([CH3:20])[CH3:19], predict the reaction product. The product is: [Br:10][C:4]1[N:3]=[C:2]([NH:1][C:17]([C:18]([CH3:21])([CH3:20])[CH3:19])=[O:22])[C:7]([O:8][CH3:9])=[CH:6][CH:5]=1.